This data is from Reaction yield outcomes from USPTO patents with 853,638 reactions. The task is: Predict the reaction yield, written as a fraction of the theoretical maximum amount of product (1.0 means a 100% yield; for example, 0.34 means a 34% yield). The reactants are [Cl:1][C:2]1[CH:3]=[C:4]([N:12]([CH2:30][CH3:31])[C@H:13]2[CH2:18][CH2:17][C@H:16]([N:19]([CH2:21][C:22]3[CH:27]=[CH:26][CH:25]=[C:24]([O:28][CH3:29])[CH:23]=3)[CH3:20])[CH2:15][CH2:14]2)[C:5]([CH3:11])=[C:6]([CH:10]=1)[C:7](O)=[O:8].CN(C(ON1N=NC2C=CC=CC1=2)=[N+](C)C)C.[B-](F)(F)(F)F.CCN(C(C)C)C(C)C.[CH2:63]([N:65]1[C:69]([CH3:70])=[C:68]([CH2:71][NH2:72])[C:67]([O:73][CH3:74])=[N:66]1)[CH3:64]. The catalyst is C(Cl)Cl.C(=O)(O)[O-].[Na+].CN(C=O)C. The product is [Cl:1][C:2]1[CH:3]=[C:4]([N:12]([CH2:30][CH3:31])[C@H:13]2[CH2:18][CH2:17][C@H:16]([N:19]([CH2:21][C:22]3[CH:27]=[CH:26][CH:25]=[C:24]([O:28][CH3:29])[CH:23]=3)[CH3:20])[CH2:15][CH2:14]2)[C:5]([CH3:11])=[C:6]([CH:10]=1)[C:7]([NH:72][CH2:71][C:68]1[C:67]([O:73][CH3:74])=[N:66][N:65]([CH2:63][CH3:64])[C:69]=1[CH3:70])=[O:8]. The yield is 0.420.